Dataset: Catalyst prediction with 721,799 reactions and 888 catalyst types from USPTO. Task: Predict which catalyst facilitates the given reaction. (1) Reactant: [Cl:1][C:2]1[CH:3]=[C:4]([C:8]2[N:9]=[C:10](O)[C:11]3[CH2:16][CH2:15][CH2:14][C:12]=3[N:13]=2)[CH:5]=[CH:6][CH:7]=1.P(Cl)(Cl)([Cl:20])=O.C(=O)([O-])O.[Na+]. Product: [Cl:20][C:10]1[C:11]2[CH2:16][CH2:15][CH2:14][C:12]=2[N:13]=[C:8]([C:4]2[CH:5]=[CH:6][CH:7]=[C:2]([Cl:1])[CH:3]=2)[N:9]=1. The catalyst class is: 6. (2) Reactant: [S:1]([N:11]1[CH:15]=[CH:14][CH:13]=[CH:12]1)([C:4]1[CH:10]=[CH:9][C:7]([CH3:8])=[CH:6][CH:5]=1)(=[O:3])=[O:2].[Br:16]Br. Product: [Br:16][C:13]1[CH:14]=[CH:15][N:11]([S:1]([C:4]2[CH:5]=[CH:6][C:7]([CH3:8])=[CH:9][CH:10]=2)(=[O:2])=[O:3])[CH:12]=1. The catalyst class is: 52. (3) Product: [CH3:35][O:34][C:27]1[CH:28]=[CH:29][CH:30]=[C:31]([O:32][CH3:33])[C:26]=1[CH2:25][NH:24][C:22]([NH:21][C:19]1[S:20][C:14]2[CH2:13][NH:12][CH2:17][CH2:16][C:15]=2[N:18]=1)=[NH:23]. The catalyst class is: 404. Reactant: Br.C(OC([N:12]1[CH2:17][CH2:16][C:15]2[N:18]=[C:19]([NH:21][C:22]([NH:24][CH2:25][C:26]3[C:31]([O:32][CH3:33])=[CH:30][CH:29]=[CH:28][C:27]=3[O:34][CH3:35])=[NH:23])[S:20][C:14]=2[CH2:13]1)=O)C1C=CC=CC=1.C(=O)([O-])[O-].